Task: Predict the reactants needed to synthesize the given product.. Dataset: Full USPTO retrosynthesis dataset with 1.9M reactions from patents (1976-2016) (1) The reactants are: [CH3:1][N:2]([CH3:7])[CH2:3][CH2:4][NH:5][CH3:6].Cl[C:9]1[N:14]=[C:13]([Cl:15])[N:12]=[C:11]2[N:16]([CH3:19])[N:17]=[CH:18][C:10]=12. Given the product [Cl:15][C:13]1[N:12]=[C:11]2[N:16]([CH3:19])[N:17]=[CH:18][C:10]2=[C:9]([N:5]([CH3:6])[CH2:4][CH2:3][N:2]([CH3:7])[CH3:1])[N:14]=1, predict the reactants needed to synthesize it. (2) Given the product [CH2:1]([O:5][C:6]([N:8]1[CH2:9][CH2:10][N:11]([C:14](=[O:30])[CH2:15][NH:16][C:17]([C:19]2[CH:28]=[C:27]([O:29][CH2:46][C:45]([O:44][CH2:37][C:38]3[CH:43]=[CH:42][CH:41]=[CH:40][CH:39]=3)=[O:48])[C:26]3[C:21](=[CH:22][CH:23]=[CH:24][CH:25]=3)[N:20]=2)=[O:18])[CH2:12][CH2:13]1)=[O:7])[CH2:2][CH2:3][CH3:4], predict the reactants needed to synthesize it. The reactants are: [CH2:1]([O:5][C:6]([N:8]1[CH2:13][CH2:12][N:11]([C:14](=[O:30])[CH2:15][NH:16][C:17]([C:19]2[CH:28]=[C:27]([OH:29])[C:26]3[C:21](=[CH:22][CH:23]=[CH:24][CH:25]=3)[N:20]=2)=[O:18])[CH2:10][CH2:9]1)=[O:7])[CH2:2][CH2:3][CH3:4].C(=O)([O-])[O-].[Cs+].[Cs+].[CH2:37]([O:44][C:45](=[O:48])[CH2:46]Br)[C:38]1[CH:43]=[CH:42][CH:41]=[CH:40][CH:39]=1.